This data is from Reaction yield outcomes from USPTO patents with 853,638 reactions. The task is: Predict the reaction yield, written as a fraction of the theoretical maximum amount of product (1.0 means a 100% yield; for example, 0.34 means a 34% yield). (1) The reactants are [CH2:1]=O.Cl.[CH3:4][NH:5][CH3:6].[CH3:7][CH:8]([CH3:14])[CH2:9][CH2:10][C:11](=[O:13])[CH3:12].[OH-].[Na+]. The catalyst is CCOCC.CO. The product is [CH3:4][N:5]([CH2:1][CH:10]([CH2:9][CH:8]([CH3:14])[CH3:7])[C:11](=[O:13])[CH3:12])[CH3:6]. The yield is 0.570. (2) The reactants are [CH3:1][N:2]([CH3:28])[C:3](=O)[CH2:4][CH2:5][C:6](=[O:26])[C:7]1[CH:12]=[CH:11][C:10]([N:13]2[CH2:18][CH2:17][N:16]([CH2:19][C:20]3[CH:25]=[CH:24][CH:23]=[CH:22][CH:21]=3)[CH2:15][CH2:14]2)=[CH:9][CH:8]=1.[H-].[Al+3].[Li+].[H-].[H-].[H-]. The catalyst is C(OCC)(=O)C.CO. The product is [CH3:28][N:2]([CH3:1])[CH2:3][CH2:4][CH2:5][CH:6]([C:7]1[CH:8]=[CH:9][C:10]([N:13]2[CH2:14][CH2:15][N:16]([CH2:19][C:20]3[CH:21]=[CH:22][CH:23]=[CH:24][CH:25]=3)[CH2:17][CH2:18]2)=[CH:11][CH:12]=1)[OH:26]. The yield is 0.610. (3) The reactants are [CH:1]1([N:6]2[C:14]([NH:15][C:16]3[C:21]([F:22])=[CH:20][C:19]([F:23])=[CH:18][C:17]=3[F:24])=[N:13][C:12]3[C:7]2=[N:8][C:9]([NH:25][C:26]2[CH:27]=[N:28][C:29]([O:32]C)=[CH:30][CH:31]=2)=[N:10][CH:11]=3)[CH2:5][CH2:4][CH2:3][CH2:2]1. The catalyst is Br.C(O)(=O)C. The product is [CH:1]1([N:6]2[C:14]([NH:15][C:16]3[C:21]([F:22])=[CH:20][C:19]([F:23])=[CH:18][C:17]=3[F:24])=[N:13][C:12]3[C:7]2=[N:8][C:9]([NH:25][C:26]2[CH:31]=[CH:30][C:29]([OH:32])=[N:28][CH:27]=2)=[N:10][CH:11]=3)[CH2:2][CH2:3][CH2:4][CH2:5]1. The yield is 0.340.